From a dataset of Full USPTO retrosynthesis dataset with 1.9M reactions from patents (1976-2016). Predict the reactants needed to synthesize the given product. (1) Given the product [OH:8][N:9]1[C:15](=[O:16])[N:14]2[CH2:17][C@@H:10]1[CH2:11][CH2:12][C@@H:13]2[C:18]([NH2:20])=[O:19], predict the reactants needed to synthesize it. The reactants are: C([O:8][N:9]1[C:15](=[O:16])[N:14]2[CH2:17][C@H:10]1[CH2:11][CH2:12][C@H:13]2[C:18]([NH2:20])=[O:19])C1C=CC=CC=1. (2) Given the product [Br:1][C:2]1[CH:3]=[N:4][C:5]2[N:6]([N:8]=[C:9]([C:11]([N:16]3[CH2:17][CH2:18][C:19]4[C:24](=[CH:23][C:22]([C:25]([F:26])([F:27])[F:28])=[CH:21][CH:20]=4)[N:15]3[CH3:14])=[O:13])[CH:10]=2)[CH:7]=1, predict the reactants needed to synthesize it. The reactants are: [Br:1][C:2]1[CH:3]=[N:4][C:5]2[N:6]([N:8]=[C:9]([C:11]([OH:13])=O)[CH:10]=2)[CH:7]=1.[CH3:14][N:15]1[C:24]2[C:19](=[CH:20][CH:21]=[C:22]([C:25]([F:28])([F:27])[F:26])[CH:23]=2)[CH2:18][CH2:17][NH:16]1. (3) Given the product [CH:27]1([NH:29][C:16](=[O:18])[CH2:15][C:12]2[CH:11]=[CH:10][C:9]([NH:8][C:6](=[O:7])[O:5][C:1]([CH3:2])([CH3:3])[CH3:4])=[CH:14][CH:13]=2)[CH2:28][CH2:26]1, predict the reactants needed to synthesize it. The reactants are: [C:1]([O:5][C:6]([NH:8][C:9]1[CH:14]=[CH:13][C:12]([CH2:15][C:16]([OH:18])=O)=[CH:11][CH:10]=1)=[O:7])([CH3:4])([CH3:3])[CH3:2].C(Cl)CCl.C1C=C[C:26]2N(O)N=[N:29][C:27]=2[CH:28]=1.CCN(C(C)C)C(C)C.C1(N)CC1.C(=O)(O)[O-].[Na+]. (4) The reactants are: [CH3:1][O:2][C:3]1[CH:8]=[CH:7][C:6]([CH2:9][NH2:10])=[CH:5][CH:4]=1.[Br:11][C:12]1[S:16][C:15]2=[N:17][C:18]([C:20](O)=[O:21])=[CH:19][N:14]2[CH:13]=1. Given the product [Br:11][C:12]1[S:16][C:15]2=[N:17][C:18]([C:20]([NH:10][CH2:9][C:6]3[CH:7]=[CH:8][C:3]([O:2][CH3:1])=[CH:4][CH:5]=3)=[O:21])=[CH:19][N:14]2[CH:13]=1, predict the reactants needed to synthesize it. (5) Given the product [Cl:8][C:6]1[C:5]([C:9]([F:12])([F:11])[F:10])=[CH:4][C:3]2[N:13]=[C:14]([CH2:15][CH2:16][CH:17]3[CH2:20][C:19](=[O:21])[CH2:18]3)[NH:1][C:2]=2[CH:7]=1, predict the reactants needed to synthesize it. The reactants are: [NH2:1][C:2]1[CH:7]=[C:6]([Cl:8])[C:5]([C:9]([F:12])([F:11])[F:10])=[CH:4][C:3]=1[NH:13][C:14](=O)[CH2:15][CH2:16][CH:17]1[CH2:20][C:19](=[O:21])[CH2:18]1. (6) Given the product [Br:1][C:2]1[CH:11]=[CH:10][C:5]2[S:6](=[O:17])(=[O:14])[C:7]([CH3:9])=[CH:8][C:4]=2[CH:3]=1, predict the reactants needed to synthesize it. The reactants are: [Br:1][C:2]1[CH:11]=[CH:10][C:5]2[S:6][C:7]([CH3:9])=[CH:8][C:4]=2[CH:3]=1.OO.[OH2:14].C(O)(=[O:17])C. (7) Given the product [CH3:2][O:1][C:3]1[CH:4]=[C:5]([NH:6][S:18]([C:15]2[CH:16]=[CH:17][C:12]([CH3:22])=[CH:13][CH:14]=2)(=[O:20])=[O:19])[CH:7]=[C:8]([O:10][CH3:11])[CH:9]=1, predict the reactants needed to synthesize it. The reactants are: [O:1]([C:3]1[CH:4]=[C:5]([CH:7]=[C:8]([O:10][CH3:11])[CH:9]=1)[NH2:6])[CH3:2].[C:12]1([CH3:22])[CH:17]=[CH:16][C:15]([S:18](Cl)(=[O:20])=[O:19])=[CH:14][CH:13]=1.ClCCl.